From a dataset of Forward reaction prediction with 1.9M reactions from USPTO patents (1976-2016). Predict the product of the given reaction. Given the reactants [CH2:1](N(CC)CC)C.IC.[OH:10][CH:11]1[CH2:16][CH2:15][CH2:14][N:13]([C:17]2[CH:26]=[C:25]3[C:20]([CH:21]=[C:22]([C:28]4[CH:33]=[CH:32][CH:31]=[CH:30][C:29]=4[N:34]4[CH2:39][CH2:38][NH:37][CH2:36][CH2:35]4)[NH:23][C:24]3=[O:27])=[CH:19][CH:18]=2)[CH2:12]1, predict the reaction product. The product is: [OH:10][CH:11]1[CH2:16][CH2:15][CH2:14][N:13]([C:17]2[CH:26]=[C:25]3[C:20]([CH:21]=[C:22]([C:28]4[CH:33]=[CH:32][CH:31]=[CH:30][C:29]=4[N:34]4[CH2:39][CH2:38][N:37]([CH3:1])[CH2:36][CH2:35]4)[NH:23][C:24]3=[O:27])=[CH:19][CH:18]=2)[CH2:12]1.